This data is from Forward reaction prediction with 1.9M reactions from USPTO patents (1976-2016). The task is: Predict the product of the given reaction. (1) Given the reactants [CH3:1][C:2]1[O:3][C:4]([CH3:10])=[CH:5][C:6]=1[C:7]([OH:9])=[O:8].C(=O)([O-])[O-].[K+].[K+].[CH3:17][O:18][CH2:19][CH2:20][O:21][CH2:22]Cl, predict the reaction product. The product is: [CH3:17][O:18][CH2:19][CH2:20][O:21][CH2:22][O:8][C:7]([C:6]1[CH:5]=[C:4]([CH3:10])[O:3][C:2]=1[CH3:1])=[O:9]. (2) Given the reactants Cl.[NH2:2][OH:3].[Cl:4][C:5]1[CH:10]=[CH:9][C:8]([S:11]([N:14]2[C:18]3[CH2:19][CH:20]4[N:25]([S:26]([C:29]5[CH:34]=[CH:33][C:32]([Cl:35])=[CH:31][CH:30]=5)(=[O:28])=[O:27])[CH:24]([C:17]=3[CH:16]=[N:15]2)[CH2:23][CH:22]([CH:36]=O)[CH2:21]4)(=[O:13])=[O:12])=[CH:7][CH:6]=1.[Cl:38][C:39]1[CH:44]=[CH:43][C:42]([S:45]([N:48]2[CH:52]=[C:51]3[CH:53]4[N:59]([S:60]([C:63]5[CH:68]=[CH:67][C:66]([Cl:69])=[CH:65][CH:64]=5)(=[O:62])=[O:61])[CH:57]([CH2:58][C:50]3=[N:49]2)[CH2:56][CH:55]([CH:70]=O)[CH2:54]4)(=[O:47])=[O:46])=[CH:41][CH:40]=1, predict the reaction product. The product is: [Cl:4][C:5]1[CH:10]=[CH:9][C:8]([S:11]([N:14]2[C:18]3[CH2:19][CH:20]4[N:25]([S:26]([C:29]5[CH:34]=[CH:33][C:32]([Cl:35])=[CH:31][CH:30]=5)(=[O:28])=[O:27])[CH:24]([C:17]=3[CH:16]=[N:15]2)[CH2:23][CH:22]([CH:36]=[N:2][OH:3])[CH2:21]4)(=[O:13])=[O:12])=[CH:7][CH:6]=1.[Cl:38][C:39]1[CH:44]=[CH:43][C:42]([S:45]([N:48]2[CH2:52][C:51]3[CH:53]4[N:59]([S:60]([C:63]5[CH:68]=[CH:67][C:66]([Cl:69])=[CH:65][CH:64]=5)(=[O:62])=[O:61])[CH:57]([CH2:58][C:50]=3[NH:49]2)[CH2:56][CH:55]([CH:70]=[N:2][OH:3])[CH2:54]4)(=[O:47])=[O:46])=[CH:41][CH:40]=1. (3) Given the reactants [C:1]([C:3]1[CH:4]=[CH:5][C:6]2[N:10]=[C:9]([O:11][CH:12]3[CH2:15][O:14][CH2:13]3)[N:8]([C:16]3[CH:21]=[CH:20][N:19]=[C:18]([NH2:22])[N:17]=3)[C:7]=2[CH:23]=1)#[CH:2].C([N-]C(C)C)(C)C.[Li+].[N:32]1[CH:37]=[CH:36][CH:35]=[N:34][C:33]=1[C:38](=[O:40])[CH3:39].[Cl-].[NH4+], predict the reaction product. The product is: [NH2:22][C:18]1[N:17]=[C:16]([N:8]2[C:7]3[CH:23]=[C:3]([C:1]#[C:2][C:38]([C:33]4[N:34]=[CH:35][CH:36]=[CH:37][N:32]=4)([OH:40])[CH3:39])[CH:4]=[CH:5][C:6]=3[N:10]=[C:9]2[O:11][CH:12]2[CH2:13][O:14][CH2:15]2)[CH:21]=[CH:20][N:19]=1. (4) Given the reactants C(OC([NH:8][C@@H:9]1[CH:14]=[CH:13][C@@H:12]([CH2:15][O:16][Si:17]([C:20]([CH3:23])([CH3:22])[CH3:21])([CH3:19])[CH3:18])[O:11][CH2:10]1)=O)(C)(C)C.FC(F)(F)S(O[Si](C(C)(C)C)(C)C)(=O)=O.N1C(C)=CC=CC=1C.[Cl-].[NH4+], predict the reaction product. The product is: [NH2:8][C@@H:9]1[CH:14]=[CH:13][C@@H:12]([CH2:15][O:16][Si:17]([C:20]([CH3:23])([CH3:22])[CH3:21])([CH3:18])[CH3:19])[O:11][CH2:10]1. (5) The product is: [C:1]1([CH3:10])[CH:6]=[CH:5][CH:4]=[C:3]([C:7]2([C:8]#[N:9])[CH2:15][CH2:14]2)[CH:2]=1. Given the reactants [C:1]1([CH3:10])[CH:6]=[CH:5][CH:4]=[C:3]([CH2:7][C:8]#[N:9])[CH:2]=1.[OH-].[Na+].Br[CH2:14][CH2:15]Cl, predict the reaction product. (6) Given the reactants [OH:1][C:2]1[CH:10]=[CH:9][C:8]([C:11]2[N:12]([C:22]([O:24][C:25]([CH3:28])([CH3:27])[CH3:26])=[O:23])[C:13]3[C:18]([CH:19]=2)=[CH:17][C:16]([CH:20]=[O:21])=[CH:15][CH:14]=3)=[C:7]2[C:3]=1[CH2:4][NH:5][C:6]2=[O:29].C(N(CC)CC)C.[F:37][C:38]([F:44])([F:43])[S:39](Cl)(=[O:41])=[O:40], predict the reaction product. The product is: [F:37][C:38]([F:44])([F:43])[S:39]([O:1][C:2]1[CH:10]=[CH:9][C:8]([C:11]2[N:12]([C:22]([O:24][C:25]([CH3:26])([CH3:28])[CH3:27])=[O:23])[C:13]3[C:18]([CH:19]=2)=[CH:17][C:16]([CH:20]=[O:21])=[CH:15][CH:14]=3)=[C:7]2[C:3]=1[CH2:4][NH:5][C:6]2=[O:29])(=[O:41])=[O:40]. (7) The product is: [N:9]1([C:19]2[CH:24]=[CH:23][C:22]([C:25]([N:27]3[CH2:28][CH2:29][N:30]([C:5]([C:2]4([OH:1])[CH2:4][CH2:3]4)=[O:7])[CH2:31][CH2:32]3)=[O:26])=[CH:21][CH:20]=2)[C:18]2[C:13](=[CH:14][CH:15]=[CH:16][CH:17]=2)[CH2:12][CH2:11][CH2:10]1. Given the reactants [OH:1][C:2]1([C:5]([OH:7])=O)[CH2:4][CH2:3]1.Cl.[N:9]1([C:19]2[CH:24]=[CH:23][C:22]([C:25]([N:27]3[CH2:32][CH2:31][NH:30][CH2:29][CH2:28]3)=[O:26])=[CH:21][CH:20]=2)[C:18]2[C:13](=[CH:14][CH:15]=[CH:16][CH:17]=2)[CH2:12][CH2:11][CH2:10]1.CN(C(ON1N=NC2C=CC=CC1=2)=[N+](C)C)C.F[P-](F)(F)(F)(F)F.CCN(C(C)C)C(C)C, predict the reaction product. (8) Given the reactants [CH3:1][C:2]1[N:3]=[C:4]([NH:7][C:8]([C:10]2[C:15]([NH:16][C:17]3[CH:18]=N[CH:20]=[CH:21][CH:22]=3)=[CH:14][CH:13]=[C:12]([CH3:23])[N:11]=2)=[O:9])[S:5][CH:6]=1.BrC1C=CC=[C:27]([F:31])C=1, predict the reaction product. The product is: [CH3:1][C:2]1[N:3]=[C:4]([NH:7][C:8]([C:10]2[C:15]([NH:16][C:17]3[CH:22]=[CH:21][CH:20]=[C:27]([F:31])[CH:18]=3)=[CH:14][CH:13]=[C:12]([CH3:23])[N:11]=2)=[O:9])[S:5][CH:6]=1. (9) Given the reactants S(Cl)(Cl)(=O)=O.[N+:6]([C:9]1[CH:10]=[C:11]([C:15]2[S:19][C:18]([NH:20][C:21]3[CH:26]=[CH:25][C:24]([NH2:27])=[CH:23][CH:22]=3)=[N:17][N:16]=2)[CH:12]=[CH:13][CH:14]=1)([O-:8])=[O:7].[C:28]1([CH3:38])[CH:33]=[CH:32][C:31]([S:34](Cl)(=[O:36])=[O:35])=[CH:30][CH:29]=1, predict the reaction product. The product is: [CH3:38][C:28]1[CH:33]=[CH:32][C:31]([S:34]([NH:27][C:24]2[CH:25]=[CH:26][C:21]([NH:20][C:18]3[S:19][C:15]([C:11]4[CH:12]=[CH:13][CH:14]=[C:9]([N+:6]([O-:8])=[O:7])[CH:10]=4)=[N:16][N:17]=3)=[CH:22][CH:23]=2)(=[O:36])=[O:35])=[CH:30][CH:29]=1. (10) The product is: [Cl:1][C:2]1[S:6][C:5]([C:7]([NH:9][CH2:10][C:11]2[CH:12]=[N:13][N:14]([C:16]3[CH:21]=[CH:20][C:19]([N:25]4[CH:26]=[CH:27][N:28]=[CH:29][C:24]4=[O:23])=[CH:18][CH:17]=3)[CH:15]=2)=[O:8])=[CH:4][CH:3]=1. Given the reactants [Cl:1][C:2]1[S:6][C:5]([C:7]([NH:9][CH2:10][C:11]2[CH:12]=[N:13][N:14]([C:16]3[CH:21]=[CH:20][C:19](I)=[CH:18][CH:17]=3)[CH:15]=2)=[O:8])=[CH:4][CH:3]=1.[OH:23][C:24]1[CH:29]=[N:28][CH:27]=[CH:26][N:25]=1.OC1C=CC=C2C=1N=CC=C2.C([O-])([O-])=O.[K+].[K+], predict the reaction product.